This data is from NCI-60 drug combinations with 297,098 pairs across 59 cell lines. The task is: Regression. Given two drug SMILES strings and cell line genomic features, predict the synergy score measuring deviation from expected non-interaction effect. (1) Drug 1: CN(C)C1=NC(=NC(=N1)N(C)C)N(C)C. Drug 2: C1C(C(OC1N2C=C(C(=O)NC2=O)F)CO)O. Cell line: TK-10. Synergy scores: CSS=53.8, Synergy_ZIP=7.73, Synergy_Bliss=6.47, Synergy_Loewe=-53.6, Synergy_HSA=3.58. (2) Drug 1: COC1=CC(=CC(=C1O)OC)C2C3C(COC3=O)C(C4=CC5=C(C=C24)OCO5)OC6C(C(C7C(O6)COC(O7)C8=CC=CS8)O)O. Drug 2: CC(C1=C(C=CC(=C1Cl)F)Cl)OC2=C(N=CC(=C2)C3=CN(N=C3)C4CCNCC4)N. Cell line: PC-3. Synergy scores: CSS=20.2, Synergy_ZIP=-7.08, Synergy_Bliss=-0.395, Synergy_Loewe=-3.45, Synergy_HSA=1.01. (3) Drug 1: CC1=C(C=C(C=C1)NC(=O)C2=CC=C(C=C2)CN3CCN(CC3)C)NC4=NC=CC(=N4)C5=CN=CC=C5. Drug 2: CC1CCCC2(C(O2)CC(NC(=O)CC(C(C(=O)C(C1O)C)(C)C)O)C(=CC3=CSC(=N3)C)C)C. Cell line: MALME-3M. Synergy scores: CSS=32.2, Synergy_ZIP=3.54, Synergy_Bliss=2.54, Synergy_Loewe=-20.9, Synergy_HSA=0.800. (4) Drug 1: C1=NC2=C(N1)C(=S)N=CN2. Drug 2: CC1=C(C(=O)C2=C(C1=O)N3CC4C(C3(C2COC(=O)N)OC)N4)N. Cell line: NCI-H522. Synergy scores: CSS=60.8, Synergy_ZIP=-6.75, Synergy_Bliss=-7.81, Synergy_Loewe=-2.44, Synergy_HSA=-0.680. (5) Drug 1: CC(C1=C(C=CC(=C1Cl)F)Cl)OC2=C(N=CC(=C2)C3=CN(N=C3)C4CCNCC4)N. Drug 2: CC1OCC2C(O1)C(C(C(O2)OC3C4COC(=O)C4C(C5=CC6=C(C=C35)OCO6)C7=CC(=C(C(=C7)OC)O)OC)O)O. Cell line: SW-620. Synergy scores: CSS=54.9, Synergy_ZIP=9.80, Synergy_Bliss=9.38, Synergy_Loewe=7.07, Synergy_HSA=11.1.